This data is from Forward reaction prediction with 1.9M reactions from USPTO patents (1976-2016). The task is: Predict the product of the given reaction. (1) Given the reactants [CH3:1][CH2:2][CH2:3][C@H:4]([NH:10][C@H:11]([C:13]([N:15]1[C@H:23]([C:24]([OH:26])=[O:25])[CH2:22][C@H:21]2[C@@H:16]1[CH2:17][CH2:18][CH2:19][CH2:20]2)=[O:14])[CH3:12])[C:5]([O:7][CH2:8][CH3:9])=[O:6].[C:27](OCC)(=O)C, predict the reaction product. The product is: [CH3:1][CH2:2][CH2:3][C@H:4]([NH:10][C@H:11]([C:13]([N:15]1[C@H:23]([C:24]([OH:26])=[O:25])[CH2:22][C@H:21]2[C@@H:16]1[CH2:17][CH2:18][CH2:19][CH2:20]2)=[O:14])[CH3:12])[C:5]([O:7][CH2:8][CH3:9])=[O:6].[CH3:22][C:23]([NH2:15])([CH3:24])[CH3:27]. (2) Given the reactants [Cl:1][C:2]1[CH:7]=[C:6]([C:8]2[NH:12][C:11]3[CH:13]=[CH:14][CH:15]=[C:16]([NH2:17])[C:10]=3[N:9]=2)[CH:5]=[CH:4][N:3]=1.[C:18]([O:22][C:23]([N:25]1[CH2:29][CH2:28][CH:27]([C:30]2[CH:31]=[C:32]([CH:36]=[CH:37][CH:38]=2)[C:33](O)=[O:34])[CH2:26]1)=[O:24])([CH3:21])([CH3:20])[CH3:19].CN(C(ON1N=NC2C=CC=NC1=2)=[N+](C)C)C.F[P-](F)(F)(F)(F)F.CCN(C(C)C)C(C)C, predict the reaction product. The product is: [Cl:1][C:2]1[CH:7]=[C:6]([C:8]2[NH:12][C:11]3[CH:13]=[CH:14][CH:15]=[C:16]([NH:17][C:33]([C:32]4[CH:31]=[C:30]([CH:27]5[CH2:28][CH2:29][N:25]([C:23]([O:22][C:18]([CH3:21])([CH3:20])[CH3:19])=[O:24])[CH2:26]5)[CH:38]=[CH:37][CH:36]=4)=[O:34])[C:10]=3[N:9]=2)[CH:5]=[CH:4][N:3]=1. (3) Given the reactants [Cl:1][C:2]1[CH:21]=[CH:20][C:19]([CH2:22][O:23][CH2:24][CH2:25][OH:26])=[CH:18][C:3]=1[C:4]([NH:6][CH2:7][C:8]12[CH2:17][CH:12]3[CH2:13][CH:14]([CH2:16][CH:10]([CH2:11]3)[CH2:9]1)[CH2:15]2)=[O:5].C(N(CC)CC)C.[CH3:34][S:35](Cl)(=[O:37])=[O:36].Cl, predict the reaction product. The product is: [Cl:1][C:2]1[CH:21]=[CH:20][C:19]([CH2:22][O:23][CH2:24][CH2:25][O:26][S:35]([CH3:34])(=[O:37])=[O:36])=[CH:18][C:3]=1[C:4]([NH:6][CH2:7][C:8]12[CH2:15][CH:14]3[CH2:13][CH:12]([CH2:11][CH:10]([CH2:16]3)[CH2:9]1)[CH2:17]2)=[O:5]. (4) Given the reactants C(OC([N:6]1[CH2:10][C@@H:9]([CH2:11][N:12]([C:19]2[CH:24]=[CH:23][C:22]([Cl:25])=[CH:21][CH:20]=2)[C:13]2[CH:18]=[CH:17][CH:16]=[CH:15][CH:14]=2)[C@@H:8]([CH2:26][C:27]2[CH:32]=[CH:31][CH:30]=[CH:29][CH:28]=2)[CH2:7]1)=O)C.[OH-].[K+], predict the reaction product. The product is: [CH2:26]([C@H:8]1[CH2:7][NH:6][CH2:10][C@H:9]1[CH2:11][N:12]([C:19]1[CH:20]=[CH:21][C:22]([Cl:25])=[CH:23][CH:24]=1)[C:13]1[CH:18]=[CH:17][CH:16]=[CH:15][CH:14]=1)[C:27]1[CH:28]=[CH:29][CH:30]=[CH:31][CH:32]=1. (5) The product is: [OH:36][C:33]1([CH2:37][CH2:38][N:39]2[CH2:44][CH2:43][C@H:42]([OH:45])[C@@H:41]([CH3:46])[CH2:40]2)[CH2:34][CH2:35][CH:30]([NH:29][C:24]([C:18]2[NH:19][C:20]3[C:16]([CH:17]=2)=[C:15]([O:14][CH2:13][C:10]2[C:9]4[CH:27]=[CH:28][C:6]([O:5][CH2:4][CH:1]5[CH2:2][CH2:3]5)=[CH:7][C:8]=4[O:12][CH:11]=2)[CH:23]=[CH:22][CH:21]=3)=[O:25])[CH2:31][CH2:32]1. Given the reactants [CH:1]1([CH2:4][O:5][C:6]2[CH:28]=[CH:27][C:9]3[C:10]([CH2:13][O:14][C:15]4[CH:23]=[CH:22][CH:21]=[C:20]5[C:16]=4[CH:17]=[C:18]([C:24](O)=[O:25])[NH:19]5)=[CH:11][O:12][C:8]=3[CH:7]=2)[CH2:3][CH2:2]1.[NH2:29][CH:30]1[CH2:35][CH2:34][C:33]([CH2:37][CH2:38][N:39]2[CH2:44][CH2:43][C@H:42]([OH:45])[C@@H:41]([CH3:46])[CH2:40]2)([OH:36])[CH2:32][CH2:31]1, predict the reaction product. (6) Given the reactants [CH3:1][C:2]1[CH:3]=[C:4]([CH:18]=[CH:19][C:20]=1[CH3:21])[C:5]([C:7]1[C:16](=[O:17])[C:15]2[C:10](=[CH:11][CH:12]=[CH:13][CH:14]=2)[NH:9][CH:8]=1)=[O:6].[H-].[Na+].Br[CH2:25][C:26]1[O:27][C:28]([C:31]([F:34])([F:33])[F:32])=[CH:29][CH:30]=1, predict the reaction product. The product is: [CH3:1][C:2]1[CH:3]=[C:4]([CH:18]=[CH:19][C:20]=1[CH3:21])[C:5]([C:7]1[C:16](=[O:17])[C:15]2[C:10](=[CH:11][CH:12]=[CH:13][CH:14]=2)[N:9]([CH2:25][C:26]2[O:27][C:28]([C:31]([F:34])([F:33])[F:32])=[CH:29][CH:30]=2)[CH:8]=1)=[O:6]. (7) The product is: [N:22]1[C:23]2[C:18](=[CH:17][CH:16]=[C:15]([NH:14][C:11]([C:2]3[CH:3]=[CH:4][C:5]4[C:10](=[CH:9][CH:8]=[CH:7][CH:6]=4)[CH:1]=3)=[O:12])[CH:24]=2)[CH:19]=[CH:20][CH:21]=1. Given the reactants [CH:1]1[C:10]2[C:5](=[CH:6][CH:7]=[CH:8][CH:9]=2)[CH:4]=[CH:3][C:2]=1[C:11](Cl)=[O:12].[NH2:14][C:15]1[CH:24]=[C:23]2[C:18]([CH:19]=[CH:20][CH:21]=[N:22]2)=[CH:17][CH:16]=1, predict the reaction product.